Dataset: Forward reaction prediction with 1.9M reactions from USPTO patents (1976-2016). Task: Predict the product of the given reaction. (1) Given the reactants [F:1][C:2]([F:16])([F:15])[C:3]1[N:7]([C:8]2[CH:13]=[CH:12][C:11]([OH:14])=[CH:10][CH:9]=2)[N:6]=[CH:5][CH:4]=1.Cl.Cl[CH2:19][CH2:20][N:21]1[CH2:26][CH2:25][CH2:24][CH2:23][CH2:22]1, predict the reaction product. The product is: [F:16][C:2]([F:1])([F:15])[C:3]1[N:7]([C:8]2[CH:9]=[CH:10][C:11]([O:14][CH2:19][CH2:20][N:21]3[CH2:26][CH2:25][CH2:24][CH2:23][CH2:22]3)=[CH:12][CH:13]=2)[N:6]=[CH:5][CH:4]=1. (2) Given the reactants [Br:1][C:2]1[CH:27]=[N:26][C:5]2[N:6]=[C:7]([N:13]3[CH2:16][C:15]([NH:18]C(=O)OC(C)(C)C)([CH3:17])[CH2:14]3)[C:8]3[N:9]([CH:10]=[N:11][N:12]=3)[C:4]=2[CH:3]=1.C(O)(C(F)(F)F)=O, predict the reaction product. The product is: [Br:1][C:2]1[CH:27]=[N:26][C:5]2[N:6]=[C:7]([N:13]3[CH2:16][C:15]([CH3:17])([NH2:18])[CH2:14]3)[C:8]3[N:9]([CH:10]=[N:11][N:12]=3)[C:4]=2[CH:3]=1. (3) Given the reactants [NH2:1][C:2]1[N:7]=[C:6]([C:8]2[CH:15]=[CH:14][C:11]([C:12]#[N:13])=[C:10](F)[CH:9]=2)[CH:5]=[C:4]([NH:17][CH2:18][C:19]2[CH:24]=[CH:23][CH:22]=[CH:21][C:20]=2[Cl:25])[N:3]=1.O.[NH2:27][NH2:28], predict the reaction product. The product is: [NH2:13][C:12]1[C:11]2[C:10](=[CH:9][C:8]([C:6]3[N:7]=[C:2]([NH2:1])[N:3]=[C:4]([NH:17][CH2:18][C:19]4[CH:24]=[CH:23][CH:22]=[CH:21][C:20]=4[Cl:25])[CH:5]=3)=[CH:15][CH:14]=2)[NH:28][N:27]=1. (4) Given the reactants Br[CH2:2][CH2:3][CH2:4][CH2:5][CH2:6][C:7]1[C:13]2[CH:14]=[CH:15][C:16]([OH:18])=[CH:17][C:12]=2[CH2:11][CH2:10][CH2:9][C:8]=1[C:19]1[CH:24]=[CH:23][C:22]([S:25]([CH3:28])(=[O:27])=[O:26])=[CH:21][CH:20]=1.[CH3:29][NH:30][CH2:31][CH2:32][CH2:33][S:34][CH2:35][CH2:36][CH2:37][C:38]([F:44])([F:43])[C:39]([F:42])([F:41])[F:40], predict the reaction product. The product is: [S:25]([C:22]1[CH:23]=[CH:24][C:19]([C:8]2[CH2:9][CH2:10][CH2:11][C:12]3[CH:17]=[C:16]([OH:18])[CH:15]=[CH:14][C:13]=3[C:7]=2[CH2:6][CH2:5][CH2:4][CH2:3][CH2:2][N:30]([CH3:29])[CH2:31][CH2:32][CH2:33][S:34][CH2:35][CH2:36][CH2:37][C:38]([F:44])([F:43])[C:39]([F:40])([F:41])[F:42])=[CH:20][CH:21]=1)([CH3:28])(=[O:27])=[O:26]. (5) Given the reactants [I:1][C:2]1[CH:8]=[CH:7][C:5]([NH2:6])=[C:4]([O:9][CH3:10])[CH:3]=1.Cl.[CH:12](O)=[O:13], predict the reaction product. The product is: [I:1][C:2]1[CH:8]=[CH:7][C:5]([NH:6][CH:12]=[O:13])=[C:4]([O:9][CH3:10])[CH:3]=1.